The task is: Predict the reaction yield, written as a fraction of the theoretical maximum amount of product (1.0 means a 100% yield; for example, 0.34 means a 34% yield).. This data is from Reaction yield outcomes from USPTO patents with 853,638 reactions. (1) The catalyst is C(#N)C. The yield is 0.630. The product is [OH:14][S:12]([C:15]([F:18])([F:17])[F:16])(=[O:13])=[O:11].[CH3:19][N:20]1[C:29]2[C:24](=[CH:25][CH:26]=[CH:27][CH:28]=2)[CH:23]=[CH:22][CH:21]1[CH:30]=[CH:31][C:32]1[N:33]([CH3:37])[C:34]([CH:8]=[O:9])=[CH:35][CH:36]=1. The reactants are O=P(Cl)(Cl)Cl.CN(C)[CH:8]=[O:9].[OH:11][S:12]([C:15]([F:18])([F:17])[F:16])(=[O:14])=[O:13].[CH3:19][N:20]1[C:29]2[C:24](=[CH:25][CH:26]=[CH:27][CH:28]=2)[CH:23]=[CH:22][CH:21]1[CH:30]=[CH:31][C:32]1[N:33]([CH3:37])[CH:34]=[CH:35][CH:36]=1. (2) The reactants are Br[C:2]1[CH:36]=[CH:35][C:5]([C:6]([NH:8][S:9]([C:12]2[CH:17]=[CH:16][C:15]([CH2:18][O:19][Si:20]([C:23]([CH3:26])([CH3:25])[CH3:24])([CH3:22])[CH3:21])=[CH:14][C:13]=2[S:27](=[O:34])(=[O:33])[NH:28][C:29]([CH3:32])([CH3:31])[CH3:30])(=[O:11])=[O:10])=[O:7])=[CH:4][CH:3]=1.[O:37]1[C:41]2[CH:42]=[CH:43][CH:44]=[CH:45][C:40]=2[CH:39]=[C:38]1B(O)O.C(=O)([O-])[O-].[K+].[K+]. The catalyst is O1CCCC1.O.C1C=CC(P(C2C=CC=CC=2)[C-]2C=CC=C2)=CC=1.C1C=CC(P(C2C=CC=CC=2)[C-]2C=CC=C2)=CC=1.Cl[Pd]Cl.[Fe+2]. The product is [O:37]1[C:41]2[CH:42]=[CH:43][CH:44]=[CH:45][C:40]=2[CH:39]=[C:38]1[C:2]1[CH:3]=[CH:4][C:5]([C:6]([NH:8][S:9]([C:12]2[CH:17]=[CH:16][C:15]([CH2:18][O:19][Si:20]([C:23]([CH3:24])([CH3:25])[CH3:26])([CH3:22])[CH3:21])=[CH:14][C:13]=2[S:27](=[O:33])(=[O:34])[NH:28][C:29]([CH3:30])([CH3:32])[CH3:31])(=[O:11])=[O:10])=[O:7])=[CH:35][CH:36]=1. The yield is 0.250. (3) The reactants are [CH3:1][O:2][C:3](=[O:12])[CH2:4][C:5](=O)[CH2:6][C:7]([O:9][CH3:10])=[O:8].[Cl-].ClC1N(C)C=C[N+]=1C.C(N(CC)CC)C.CCCCCC. The catalyst is ClCCl.O. The product is [CH3:10][O:9][C:7](=[O:8])[CH:6]=[C:5]=[CH:4][C:3]([O:2][CH3:1])=[O:12]. The yield is 0.400. (4) The reactants are [H-].[Na+].[NH:3]1[C:7]2[CH:8]=[CH:9][C:10]([C:12]([O:14][CH2:15][CH3:16])=[O:13])=[CH:11][C:6]=2[N:5]=[CH:4]1.Cl[CH2:18][CH2:19][C:20]([NH:23][C:24](=[O:30])[O:25][C:26]([CH3:29])([CH3:28])[CH3:27])([CH3:22])[CH3:21]. The catalyst is CN1CCCN(C)C1=O.[I-].C([N+](CCCC)(CCCC)CCCC)CCC. The product is [C:26]([O:25][C:24]([NH:23][C:20]([CH3:21])([CH3:22])[CH2:19][CH2:18][N:3]1[C:7]2[CH:8]=[CH:9][C:10]([C:12]([O:14][CH2:15][CH3:16])=[O:13])=[CH:11][C:6]=2[NH:5][CH2:4]1)=[O:30])([CH3:29])([CH3:28])[CH3:27]. The yield is 0.710. (5) The yield is 0.220. No catalyst specified. The reactants are O=S(Cl)Cl.[N+:5]([C:8]1[CH:9]=[CH:10][CH:11]=[C:12]2[C:17]=1[N:16]=[CH:15][CH:14]=[C:13]2[C:18]([OH:20])=[O:19])([O-:7])=[O:6].[CH3:21]O. The product is [CH3:21][O:19][C:18]([C:13]1[C:12]2[C:17](=[C:8]([N+:5]([O-:7])=[O:6])[CH:9]=[CH:10][CH:11]=2)[N:16]=[CH:15][CH:14]=1)=[O:20]. (6) The reactants are [N+:1]([C:4]1[CH:9]=[CH:8][C:7]([O:10][C:11](=[O:13])[CH3:12])=[CH:6][CH:5]=1)([O-])=O.C(N(CC)CC)C.[C:21](Cl)(=[O:24])[CH:22]=[CH2:23]. The catalyst is CO.C(Cl)Cl.[Pd]. The product is [C:21]([NH:1][C:4]1[CH:9]=[CH:8][C:7]([O:10][C:11](=[O:13])[CH3:12])=[CH:6][CH:5]=1)(=[O:24])[CH:22]=[CH2:23]. The yield is 0.850.